From a dataset of Forward reaction prediction with 1.9M reactions from USPTO patents (1976-2016). Predict the product of the given reaction. (1) Given the reactants [C:1]([O:5][C:6]([C:8]1[O:9][C:10]2[CH:17]=[CH:16][C:15](I)=[C:14]([O:19][CH3:20])[C:11]=2[C:12]=1[CH3:13])=[O:7])([CH3:4])([CH3:3])[CH3:2].[CH3:21][N:22](C=O)C, predict the reaction product. The product is: [C:1]([O:5][C:6]([C:8]1[O:9][C:10]2[CH:17]=[CH:16][C:15]([C:21]#[N:22])=[C:14]([O:19][CH3:20])[C:11]=2[C:12]=1[CH3:13])=[O:7])([CH3:4])([CH3:3])[CH3:2]. (2) The product is: [Cl:11][C:10]1[C:5]2[N:4]([CH2:13][O:14][CH2:15][CH2:16][Si:17]([CH3:20])([CH3:19])[CH3:18])[C:3]([CH3:21])=[C:2]([CH:30]=[O:31])[C:6]=2[N:7]=[C:8]([CH3:12])[N:9]=1. Given the reactants Br[C:2]1[C:6]2[N:7]=[C:8]([CH3:12])[N:9]=[C:10]([Cl:11])[C:5]=2[N:4]([CH2:13][O:14][CH2:15][CH2:16][Si:17]([CH3:20])([CH3:19])[CH3:18])[C:3]=1[CH3:21].C([Li])CCC.CN([CH:30]=[O:31])C, predict the reaction product. (3) Given the reactants [Cl:1][C:2]1[CH:3]=[C:4]([F:11])[C:5]([C:8]([OH:10])=[O:9])=[N:6][CH:7]=1.[CH3:12][Si](C=[N+]=[N-])(C)C, predict the reaction product. The product is: [Cl:1][C:2]1[CH:3]=[C:4]([F:11])[C:5]([C:8]([O:10][CH3:12])=[O:9])=[N:6][CH:7]=1. (4) Given the reactants [CH:1]1([SH:6])[CH2:5][CH2:4][CH2:3][CH2:2]1.CC(C)([O-])C.[K+].Cl[C:14]1[N+:19]([O-:20])=[C:18]2[CH2:21][CH2:22][CH2:23][C:17]2=[C:16]([Cl:24])[CH:15]=1, predict the reaction product. The product is: [Cl:24][C:16]1[CH:15]=[C:14]([S:6][CH:1]2[CH2:5][CH2:4][CH2:3][CH2:2]2)[N+:19]([O-:20])=[C:18]2[CH2:21][CH2:22][CH2:23][C:17]=12.